Task: Predict the reactants needed to synthesize the given product.. Dataset: Full USPTO retrosynthesis dataset with 1.9M reactions from patents (1976-2016) (1) The reactants are: [F:1][C:2]1[CH:7]=[CH:6][C:5]([C@H:8]([OH:15])[CH2:9][CH2:10][C:11](OC)=[O:12])=[CH:4][C:3]=1[CH3:16]. Given the product [F:1][C:2]1[CH:7]=[CH:6][C:5]([C@@H:8]2[O:15][C:11](=[O:12])[CH2:10][CH2:9]2)=[CH:4][C:3]=1[CH3:16], predict the reactants needed to synthesize it. (2) Given the product [C:36]([O:40][C:41](=[O:48])[NH:42][CH2:43][CH:44]1[CH2:45][N:46]([CH2:13][C:12]#[C:11][C:6]2[CH:7]=[N:8][CH:9]=[CH:10][C:5]=2[O:4][C:3]2[CH:15]=[CH:16][C:17]([N+:19]([O-:21])=[O:20])=[CH:18][C:2]=2[F:1])[CH2:47]1)([CH3:39])([CH3:37])[CH3:38], predict the reactants needed to synthesize it. The reactants are: [F:1][C:2]1[CH:18]=[C:17]([N+:19]([O-:21])=[O:20])[CH:16]=[CH:15][C:3]=1[O:4][C:5]1[CH:10]=[CH:9][N:8]=[CH:7][C:6]=1[C:11]#[C:12][CH2:13]O.CCN(C(C)C)C(C)C.CS(Cl)(=O)=O.[C:36]([O:40][C:41](=[O:48])[NH:42][CH2:43][CH:44]1[CH2:47][NH:46][CH2:45]1)([CH3:39])([CH3:38])[CH3:37]. (3) Given the product [Cl:27][C:22]1[CH:21]=[C:20]([CH:25]=[CH:24][C:23]=1[Cl:26])[CH2:19][N:16]1[CH2:17][CH2:18][N:13]2[CH:12]=[C:11]([C:29]3[S:30][CH:31]=[CH:32][N:33]=3)[C:10](=[O:34])[C:9]([OH:8])=[C:14]2[C:15]1=[O:28], predict the reactants needed to synthesize it. The reactants are: C([O:8][C:9]1[C:10](=[O:34])[C:11]([C:29]2[S:30][CH:31]=[CH:32][N:33]=2)=[CH:12][N:13]2[CH2:18][CH2:17][N:16]([CH2:19][C:20]3[CH:25]=[CH:24][C:23]([Cl:26])=[C:22]([Cl:27])[CH:21]=3)[C:15](=[O:28])[C:14]=12)C1C=CC=CC=1.